Dataset: Forward reaction prediction with 1.9M reactions from USPTO patents (1976-2016). Task: Predict the product of the given reaction. (1) Given the reactants [CH3:1][O:2][C:3]1[CH:4]=[C:5]([CH:15]=[CH:16][C:17]=1[CH3:18])[S:6][C:7]1[CH:14]=[CH:13][C:10]([C:11]#[N:12])=[CH:9][CH:8]=1.C1COCC1.[H-].[Al+3].[Li+].[H-].[H-].[H-].[OH-].[Na+], predict the reaction product. The product is: [CH3:1][O:2][C:3]1[CH:4]=[C:5]([CH:15]=[CH:16][C:17]=1[CH3:18])[S:6][C:7]1[CH:14]=[CH:13][C:10]([CH2:11][NH2:12])=[CH:9][CH:8]=1. (2) Given the reactants [Br:1][C:2]1[CH:3]=[C:4]([NH2:13])[C:5]([NH:8][C:9]([CH3:12])([CH3:11])[CH3:10])=[CH:6][CH:7]=1.[CH3:14][C:15]1[N:19]=[C:18]([C:20]2[CH:27]=[CH:26][CH:25]=[CH:24][C:21]=2[CH:22]=O)[O:17][N:16]=1.OOS([O-])=O.[K+].S([O-])([O-])(=O)=S.[Na+].[Na+], predict the reaction product. The product is: [Br:1][C:2]1[CH:7]=[CH:6][C:5]2[N:8]([C:9]([CH3:10])([CH3:12])[CH3:11])[C:22]([C:21]3[CH:24]=[CH:25][CH:26]=[CH:27][C:20]=3[C:18]3[O:17][N:16]=[C:15]([CH3:14])[N:19]=3)=[N:13][C:4]=2[CH:3]=1.